This data is from Forward reaction prediction with 1.9M reactions from USPTO patents (1976-2016). The task is: Predict the product of the given reaction. (1) Given the reactants [CH2:1]([O:8][CH2:9][C:10]([CH:13]1[N:22]2[C:17](=[CH:18][C:19](=[O:28])[C:20]([C:23]([O:25]CC)=[O:24])=[CH:21]2)[C:16]2[CH:29]=[C:30]([O:39][CH3:40])[C:31]([O:33][CH2:34][CH2:35][CH2:36][O:37][CH3:38])=[CH:32][C:15]=2[CH2:14]1)([CH3:12])[CH3:11])C1C=CC=CC=1.[Li+].[OH-].Cl, predict the reaction product. The product is: [CH3:40][O:39][C:30]1[C:31]([O:33][CH2:34][CH2:35][CH2:36][O:37][CH3:38])=[CH:32][C:15]2[CH2:14][CH:13]([C:10]([CH3:12])([CH3:11])[CH2:9][O:8][CH3:1])[N:22]3[C:17](=[CH:18][C:19](=[O:28])[C:20]([C:23]([OH:25])=[O:24])=[CH:21]3)[C:16]=2[CH:29]=1. (2) Given the reactants [C:1]1([C:7]([C:21]2[CH:26]=[CH:25][CH:24]=[CH:23][CH:22]=2)([C:15]2[CH:20]=[CH:19][CH:18]=[CH:17][CH:16]=2)[N:8]2[CH2:13][CH2:12][C:11](=[O:14])[CH2:10][CH2:9]2)[CH:6]=[CH:5][CH:4]=[CH:3][CH:2]=1.N1CCCC1.[CH2:32]([O:34][C:35](=[O:44])[CH2:36][N:37]1[C:41]([CH:42]=O)=[CH:40][N:39]=[CH:38]1)[CH3:33], predict the reaction product. The product is: [CH2:32]([O:34][C:35]([CH2:36][N:37]1[C:41](/[CH:42]=[C:10]2\[CH2:9][N:8]([C:7]([C:1]3[CH:2]=[CH:3][CH:4]=[CH:5][CH:6]=3)([C:15]3[CH:16]=[CH:17][CH:18]=[CH:19][CH:20]=3)[C:21]3[CH:22]=[CH:23][CH:24]=[CH:25][CH:26]=3)[CH2:13][CH2:12][C:11]\2=[O:14])=[CH:40][N:39]=[CH:38]1)=[O:44])[CH3:33].